From a dataset of NCI-60 drug combinations with 297,098 pairs across 59 cell lines. Regression. Given two drug SMILES strings and cell line genomic features, predict the synergy score measuring deviation from expected non-interaction effect. (1) Drug 1: C1=NC2=C(N1)C(=S)N=CN2. Drug 2: C(CN)CNCCSP(=O)(O)O. Synergy scores: CSS=6.14, Synergy_ZIP=6.46, Synergy_Bliss=7.04, Synergy_Loewe=-31.0, Synergy_HSA=2.60. Cell line: TK-10. (2) Drug 1: C#CCC(CC1=CN=C2C(=N1)C(=NC(=N2)N)N)C3=CC=C(C=C3)C(=O)NC(CCC(=O)O)C(=O)O. Drug 2: N.N.Cl[Pt+2]Cl. Cell line: SK-MEL-28. Synergy scores: CSS=22.9, Synergy_ZIP=-2.38, Synergy_Bliss=-4.36, Synergy_Loewe=-3.34, Synergy_HSA=-3.84.